From a dataset of Peptide-MHC class I binding affinity with 185,985 pairs from IEDB/IMGT. Regression. Given a peptide amino acid sequence and an MHC pseudo amino acid sequence, predict their binding affinity value. This is MHC class I binding data. (1) The peptide sequence is SSPLFNNFY. The MHC is HLA-A29:02 with pseudo-sequence HLA-A29:02. The binding affinity (normalized) is 0.449. (2) The peptide sequence is TMHANYIFWR. The MHC is HLA-A68:01 with pseudo-sequence HLA-A68:01. The binding affinity (normalized) is 0.670. (3) The MHC is HLA-A31:01 with pseudo-sequence HLA-A31:01. The peptide sequence is RLFRSPQVK. The binding affinity (normalized) is 0.214. (4) The peptide sequence is TVFRNQNRV. The MHC is HLA-A30:01 with pseudo-sequence HLA-A30:01. The binding affinity (normalized) is 0.213. (5) The peptide sequence is TPRIANRLL. The MHC is HLA-A30:01 with pseudo-sequence HLA-A30:01. The binding affinity (normalized) is 0.457. (6) The peptide sequence is TIEGRKVMLY. The MHC is HLA-A68:02 with pseudo-sequence HLA-A68:02. The binding affinity (normalized) is 0. (7) The peptide sequence is SCMGLIYNR. The MHC is HLA-A03:01 with pseudo-sequence HLA-A03:01. The binding affinity (normalized) is 0.0717.